From a dataset of Reaction yield outcomes from USPTO patents with 853,638 reactions. Predict the reaction yield, written as a fraction of the theoretical maximum amount of product (1.0 means a 100% yield; for example, 0.34 means a 34% yield). (1) The reactants are [NH2:1][C:2]1[CH:3]=[N:4][S:5][C:6]=1[N:7]1[CH2:12][C@H:11]([C:13]([F:16])([F:15])[F:14])[CH2:10][C@H:9]([NH:17][C:18](=[O:24])[O:19][C:20]([CH3:23])([CH3:22])[CH3:21])[CH2:8]1.[C:25]([O:29][C:30]([NH:32][C:33]1[O:41][C:40]2[C:35](=[N:36][CH:37]=[C:38]([CH:42]3[CH2:47][CH2:46][O:45][CH2:44][CH2:43]3)[CH:39]=2)[C:34]=1[C:48](O)=[O:49])=[O:31])([CH3:28])([CH3:27])[CH3:26].CN(C(ON1N=NC2C=CC=NC1=2)=[N+](C)C)C.F[P-](F)(F)(F)(F)F.CCN(C(C)C)C(C)C. The catalyst is ClCCCl. The product is [C:25]([O:29][C:30]([NH:32][C:33]1[O:41][C:40]2[C:35](=[N:36][CH:37]=[C:38]([CH:42]3[CH2:43][CH2:44][O:45][CH2:46][CH2:47]3)[CH:39]=2)[C:34]=1[C:48]([NH:1][C:2]1[CH:3]=[N:4][S:5][C:6]=1[N:7]1[CH2:12][C@H:11]([C:13]([F:15])([F:14])[F:16])[CH2:10][C@H:9]([NH:17][C:18](=[O:24])[O:19][C:20]([CH3:21])([CH3:23])[CH3:22])[CH2:8]1)=[O:49])=[O:31])([CH3:28])([CH3:26])[CH3:27]. The yield is 0.530. (2) The product is [NH2:2][C:3]1[C:4]2[C:14]([O:15][CH2:16][C:17]([NH:20][C:30](=[O:31])[C:29]3[CH:33]=[CH:34][N:35]=[C:27]([N:25]4[CH:26]=[C:22]([CH3:21])[N:23]=[CH:24]4)[CH:28]=3)([CH3:18])[CH3:19])=[CH:13][CH:12]=[CH:11][C:5]=2[NH:6][S:7](=[O:10])(=[O:9])[N:8]=1. The reactants are Cl.[NH2:2][C:3]1[C:4]2[C:14]([O:15][CH2:16][C:17]([NH2:20])([CH3:19])[CH3:18])=[CH:13][CH:12]=[CH:11][C:5]=2[NH:6][S:7](=[O:10])(=[O:9])[N:8]=1.[CH3:21][C:22]1[N:23]=[CH:24][N:25]([C:27]2[CH:28]=[C:29]([CH:33]=[CH:34][N:35]=2)[C:30](O)=[O:31])[CH:26]=1. The yield is 0.370. No catalyst specified.